This data is from Full USPTO retrosynthesis dataset with 1.9M reactions from patents (1976-2016). The task is: Predict the reactants needed to synthesize the given product. Given the product [Cl:6][C:7]1[C:8]2[S:24][CH:23]=[CH:22][C:21]=2[N:16]=[CH:17][N:18]=1, predict the reactants needed to synthesize it. The reactants are: CN(C)C=O.[Cl:6][CH:7](Cl)[CH3:8].C(Cl)(=O)C(Cl)=O.[N:16]1[C:21]2[CH:22]=[CH:23][S:24]C=2C(=O)[NH:18][CH:17]=1.